This data is from NCI-60 drug combinations with 297,098 pairs across 59 cell lines. The task is: Regression. Given two drug SMILES strings and cell line genomic features, predict the synergy score measuring deviation from expected non-interaction effect. (1) Drug 1: CC12CCC3C(C1CCC2=O)CC(=C)C4=CC(=O)C=CC34C. Drug 2: CC1=CC2C(CCC3(C2CCC3(C(=O)C)OC(=O)C)C)C4(C1=CC(=O)CC4)C. Cell line: MDA-MB-231. Synergy scores: CSS=4.48, Synergy_ZIP=4.46, Synergy_Bliss=-3.35, Synergy_Loewe=-44.6, Synergy_HSA=-11.2. (2) Drug 1: CCC1=C2CN3C(=CC4=C(C3=O)COC(=O)C4(CC)O)C2=NC5=C1C=C(C=C5)O. Drug 2: COCCOC1=C(C=C2C(=C1)C(=NC=N2)NC3=CC=CC(=C3)C#C)OCCOC.Cl. Cell line: ACHN. Synergy scores: CSS=50.6, Synergy_ZIP=0.182, Synergy_Bliss=0.0852, Synergy_Loewe=-0.463, Synergy_HSA=1.95. (3) Drug 1: C1CCN(CC1)CCOC2=CC=C(C=C2)C(=O)C3=C(SC4=C3C=CC(=C4)O)C5=CC=C(C=C5)O. Drug 2: CC1CCC2CC(C(=CC=CC=CC(CC(C(=O)C(C(C(=CC(C(=O)CC(OC(=O)C3CCCCN3C(=O)C(=O)C1(O2)O)C(C)CC4CCC(C(C4)OC)O)C)C)O)OC)C)C)C)OC. Cell line: SNB-75. Synergy scores: CSS=15.2, Synergy_ZIP=-1.01, Synergy_Bliss=-1.04, Synergy_Loewe=-7.48, Synergy_HSA=-1.33. (4) Drug 1: CC12CCC3C(C1CCC2=O)CC(=C)C4=CC(=O)C=CC34C. Drug 2: CCCCC(=O)OCC(=O)C1(CC(C2=C(C1)C(=C3C(=C2O)C(=O)C4=C(C3=O)C=CC=C4OC)O)OC5CC(C(C(O5)C)O)NC(=O)C(F)(F)F)O. Cell line: A549. Synergy scores: CSS=21.5, Synergy_ZIP=0.801, Synergy_Bliss=-0.511, Synergy_Loewe=1.57, Synergy_HSA=0.877. (5) Drug 1: COC1=C(C=C2C(=C1)N=CN=C2NC3=CC(=C(C=C3)F)Cl)OCCCN4CCOCC4. Drug 2: CC1=C(C(CCC1)(C)C)C=CC(=CC=CC(=CC(=O)O)C)C. Cell line: COLO 205. Synergy scores: CSS=-3.15, Synergy_ZIP=3.06, Synergy_Bliss=3.57, Synergy_Loewe=-8.71, Synergy_HSA=-5.64.